This data is from Full USPTO retrosynthesis dataset with 1.9M reactions from patents (1976-2016). The task is: Predict the reactants needed to synthesize the given product. The reactants are: [OH:1][C@H:2]([CH2:18][OH:19])[CH2:3][CH2:4][N:5]1[C:10](=[O:11])[CH:9]=[N:8][C:7]2[CH:12]=[CH:13][C:14]([O:16][CH3:17])=[N:15][C:6]1=2.C(N(CC)CC)C.CN(C1C=CC=CN=1)C.[C:36]1([CH3:46])[CH:41]=[CH:40][C:39]([S:42](Cl)(=[O:44])=[O:43])=[CH:38][CH:37]=1. Given the product [CH3:46][C:36]1[CH:41]=[CH:40][C:39]([S:42]([O:19][CH2:18][C@@H:2]([OH:1])[CH2:3][CH2:4][N:5]2[C:10](=[O:11])[CH:9]=[N:8][C:7]3[CH:12]=[CH:13][C:14]([O:16][CH3:17])=[N:15][C:6]2=3)(=[O:44])=[O:43])=[CH:38][CH:37]=1, predict the reactants needed to synthesize it.